This data is from Reaction yield outcomes from USPTO patents with 853,638 reactions. The task is: Predict the reaction yield, written as a fraction of the theoretical maximum amount of product (1.0 means a 100% yield; for example, 0.34 means a 34% yield). The reactants are [O:1]=[C:2]1[C:11]2[C:6](=[CH:7][CH:8]=[CH:9][CH:10]=2)[C:5]([CH2:12][C:13]2[CH:14]=[C:15]([CH:19]=[CH:20][CH:21]=2)C(O)=O)=[N:4][NH:3]1.[N:22]1([C:29](OC(C)(C)C)=[O:30])[CH2:28][CH2:27][CH2:26][NH:25][CH2:24][CH2:23]1. No catalyst specified. The product is [N:22]1([C:29]([C:15]2[CH:14]=[C:13]([CH:21]=[CH:20][CH:19]=2)[CH2:12][C:5]2[C:6]3[C:11](=[CH:10][CH:9]=[CH:8][CH:7]=3)[C:2](=[O:1])[NH:3][N:4]=2)=[O:30])[CH2:28][CH2:27][CH2:26][NH:25][CH2:24][CH2:23]1. The yield is 0.970.